This data is from Reaction yield outcomes from USPTO patents with 853,638 reactions. The task is: Predict the reaction yield, written as a fraction of the theoretical maximum amount of product (1.0 means a 100% yield; for example, 0.34 means a 34% yield). (1) The reactants are [NH:1]1[CH2:6][CH2:5][CH:4]([C:7]2[N:15]3[C:10]([C:11]([NH2:16])=[N:12][CH:13]=[N:14]3)=[C:9]([C:17]3[CH:18]=[CH:19][C:20]4[C:24]([CH:25]=3)=[N:23][N:22]([CH2:26][C:27]3[CH:28]=[N:29][CH:30]=[CH:31][CH:32]=3)[CH:21]=4)[CH:8]=2)[CH2:3][CH2:2]1.Cl[CH2:34][C:35](N(C)C)=[O:36]. No catalyst specified. The product is [C:35]([N:1]1[CH2:2][CH2:3][CH:4]([C:7]2[N:15]3[C:10]([C:11]([NH2:16])=[N:12][CH:13]=[N:14]3)=[C:9]([C:17]3[CH:18]=[CH:19][C:20]4[C:24]([CH:25]=3)=[N:23][N:22]([CH2:26][C:27]3[CH:28]=[N:29][CH:30]=[CH:31][CH:32]=3)[CH:21]=4)[CH:8]=2)[CH2:5][CH2:6]1)(=[O:36])[CH3:34]. The yield is 0.400. (2) The reactants are [CH:1]([C:4]1[CH:9]=[CH:8][CH:7]=[CH:6][C:5]=1[NH:10][C:11]([NH:13]/[N:14]=[CH:15]/[C:16]1[CH:21]=[CH:20][C:19]([C:22]2[N:26]=[CH:25][N:24]([C:27]3[CH:32]=[CH:31][C:30]([C:33]([F:36])([F:35])[F:34])=[CH:29][CH:28]=3)[N:23]=2)=[CH:18][CH:17]=1)=[S:12])([CH3:3])[CH3:2].C(=O)([O-])[O-].[K+].[K+].Br[CH2:44][CH2:45][CH2:46]Cl. The catalyst is CC(=O)CC.C(Cl)Cl. The product is [CH:1]([C:4]1[CH:9]=[CH:8][CH:7]=[CH:6][C:5]=1/[N:10]=[C:11]1\[S:12][CH2:44][CH2:45][CH2:46][N:13]\1/[N:14]=[CH:15]/[C:16]1[CH:17]=[CH:18][C:19]([C:22]2[N:26]=[CH:25][N:24]([C:27]3[CH:28]=[CH:29][C:30]([C:33]([F:35])([F:36])[F:34])=[CH:31][CH:32]=3)[N:23]=2)=[CH:20][CH:21]=1)([CH3:3])[CH3:2]. The yield is 0.130. (3) The reactants are F[B-](F)(F)F.[H+].[Cl:7][C:8]1[CH:13]=[CH:12][N:11]=[CH:10][C:9]=1N.N([O-])=O.[Na+].[C-]#N.[Na+].[Cu][C:23]#[N:24].C(=O)(O)[O-].[Na+]. The catalyst is C(O)C.O.C(#N)C. The product is [Cl:7][C:8]1[CH:13]=[CH:12][N:11]=[CH:10][C:9]=1[C:23]#[N:24]. The yield is 0.440. (4) The reactants are [CH2:1]([C:4]([CH2:15][CH:16]=[CH2:17])(C(OCC)=O)[C:5]([O:7][CH2:8][CH3:9])=[O:6])[CH:2]=[CH2:3].C(C(CC=C)CC=C)(OCC)=O.C(O[C@H]1C[C@@H](CO[C:41](=[O:43])[CH3:42])C=C1)(=O)C.C1CC=CC=1.C=O.[F:51][C:52]1[C:53]([NH2:59])=[N:54][C:55](=[O:58])[NH:56][CH:57]=1.C(OC1C=CC([N+]([O-])=O)=CC=1)(=O)C. The catalyst is C(O)(=O)C. The product is [C:5]([CH:4]([CH2:1][CH:2]=[CH2:3])[CH2:15][CH:16]=[CH2:17])([O:7][CH2:8][CH3:9])=[O:6].[C:41]([NH:59][C:53]1[C:52]([F:51])=[CH:57][NH:56][C:55](=[O:58])[N:54]=1)(=[O:43])[CH3:42]. The yield is 0.780. (5) The reactants are [O:1]=[C:2]1[CH2:6][CH2:5][N:4]([CH2:7][CH2:8][CH2:9][O:10][C:11]2[CH:16]=[CH:15][C:14]([C:17]3[CH:22]=[CH:21][C:20]([C:23]#[N:24])=[CH:19][CH:18]=3)=[CH:13][CH:12]=2)[CH2:3]1.[CH:25]([Mg]Cl)([CH3:27])[CH3:26]. The catalyst is C1COCC1. The product is [OH:1][C:2]1([CH:25]([CH3:27])[CH3:26])[CH2:6][CH2:5][N:4]([CH2:7][CH2:8][CH2:9][O:10][C:11]2[CH:16]=[CH:15][C:14]([C:17]3[CH:18]=[CH:19][C:20]([C:23]#[N:24])=[CH:21][CH:22]=3)=[CH:13][CH:12]=2)[CH2:3]1. The yield is 0.750.